Predict the reactants needed to synthesize the given product. From a dataset of Full USPTO retrosynthesis dataset with 1.9M reactions from patents (1976-2016). (1) Given the product [Cl:28][C:23]1[CH:22]=[C:21]([CH:19]2[CH2:20][N:16]([C:14]([CH:11]3[CH2:12][CH2:13][NH:8][CH2:9][CH2:10]3)=[O:15])[CH2:17][CH:18]2[CH:29]([O:31][C:32]2[CH:37]=[CH:36][C:35]([C:38]#[N:39])=[CH:34][N:33]=2)[CH3:30])[CH:26]=[CH:25][C:24]=1[Cl:27], predict the reactants needed to synthesize it. The reactants are: C(OC([N:8]1[CH2:13][CH2:12][CH:11]([C:14]([N:16]2[CH2:20][CH:19]([C:21]3[CH:26]=[CH:25][C:24]([Cl:27])=[C:23]([Cl:28])[CH:22]=3)[CH:18]([CH:29]([O:31][C:32]3[CH:37]=[CH:36][C:35]([C:38]#[N:39])=[CH:34][N:33]=3)[CH3:30])[CH2:17]2)=[O:15])[CH2:10][CH2:9]1)=O)(C)(C)C.C(O)(C(F)(F)F)=O. (2) The reactants are: [CH3:1][O:2][CH2:3][CH2:4][CH2:5][S:6]([C:9]1[CH:14]=[CH:13][C:12]([C:15]2[CH:20]=[CH:19][C:18]([CH2:21][CH2:22][N:23]3[CH2:27][CH2:26][CH2:25][C@H:24]3[CH3:28])=[CH:17][CH:16]=2)=[CH:11][CH:10]=1)(=[O:8])=[O:7].[C:29]([OH:41])(=[O:40])[CH2:30][C:31]([CH2:36][C:37]([OH:39])=[O:38])([C:33]([OH:35])=[O:34])[OH:32]. Given the product [C:29]([OH:41])(=[O:40])[CH2:30][C:31]([CH2:36][C:37]([OH:39])=[O:38])([C:33]([OH:35])=[O:34])[OH:32].[C:29]([OH:41])(=[O:40])[CH2:30][C:31]([CH2:36][C:37]([OH:39])=[O:38])([C:33]([OH:35])=[O:34])[OH:32].[C:29]([OH:41])(=[O:40])[CH2:30][C:31]([CH2:36][C:37]([OH:39])=[O:38])([C:33]([OH:35])=[O:34])[OH:32].[CH3:1][O:2][CH2:3][CH2:4][CH2:5][S:6]([C:9]1[CH:14]=[CH:13][C:12]([C:15]2[CH:20]=[CH:19][C:18]([CH2:21][CH2:22][N:23]3[CH2:27][CH2:26][CH2:25][C@H:24]3[CH3:28])=[CH:17][CH:16]=2)=[CH:11][CH:10]=1)(=[O:8])=[O:7], predict the reactants needed to synthesize it.